This data is from Reaction yield outcomes from USPTO patents with 853,638 reactions. The task is: Predict the reaction yield, written as a fraction of the theoretical maximum amount of product (1.0 means a 100% yield; for example, 0.34 means a 34% yield). (1) The reactants are [Br:1][C:2]1[CH:3]=[CH:4][C:5]([NH:11][C:12]([NH:14][C:15]([O:17][CH2:18][CH3:19])=[O:16])=[S:13])=[C:6]([CH:10]=1)[C:7](O)=[O:8]. The catalyst is C(OC(=O)C)(=O)C. The product is [Br:1][C:2]1[CH:10]=[C:6]2[C:5](=[CH:4][CH:3]=1)[NH:11][C:12](=[S:13])[N:14]([C:15]([O:17][CH2:18][CH3:19])=[O:16])[C:7]2=[O:8]. The yield is 0.930. (2) The reactants are C([O:3][C:4](=[O:17])[CH2:5][CH2:6][CH2:7][O:8][C:9]1[CH:14]=[CH:13][C:12]([CH:15]=[O:16])=[CH:11][CH:10]=1)C.[OH-].[Na+]. The catalyst is CO. The product is [CH:15]([C:12]1[CH:13]=[CH:14][C:9]([O:8][CH2:7][CH2:6][CH2:5][C:4]([OH:17])=[O:3])=[CH:10][CH:11]=1)=[O:16]. The yield is 0.910.